Dataset: Reaction yield outcomes from USPTO patents with 853,638 reactions. Task: Predict the reaction yield, written as a fraction of the theoretical maximum amount of product (1.0 means a 100% yield; for example, 0.34 means a 34% yield). (1) The reactants are [Cl:1][C:2]1[N:7]=[C:6](Cl)[CH:5]=[C:4]([CH3:9])[N:3]=1.[NH2:10][C@@H:11]1[C:19]2[C:14](=[CH:15][CH:16]=[CH:17][CH:18]=2)[CH2:13][CH2:12]1. The catalyst is C(O)C. The product is [Cl:1][C:2]1[N:7]=[C:6]([NH:10][C@@H:11]2[C:19]3[C:14](=[CH:15][CH:16]=[CH:17][CH:18]=3)[CH2:13][CH2:12]2)[CH:5]=[C:4]([CH3:9])[N:3]=1. The yield is 0.460. (2) The reactants are [CH2:1]([N:8]1[CH2:13][CH2:12][C:11](=[O:14])[CH2:10][CH2:9]1)[C:2]1[CH:7]=[CH:6][CH:5]=[CH:4][CH:3]=1.[Si](OS(C(F)(F)F)(=O)=O)(C)(C)C.Cl[C:28](Cl)([C:35]1[CH:40]=[CH:39][CH:38]=[CH:37][CH:36]=1)[C:29]1[CH:34]=[CH:33][CH:32]=[CH:31][CH:30]=1.C(=O)(O)[O-].[Na+]. The catalyst is ClCCl.[Br-].[Zn+2].[Br-]. The product is [CH2:1]([N:8]1[CH2:13][CH2:12][C:11](=[O:14])[C:10](=[C:28]([C:29]2[CH:34]=[CH:33][CH:32]=[CH:31][CH:30]=2)[C:35]2[CH:40]=[CH:39][CH:38]=[CH:37][CH:36]=2)[CH2:9]1)[C:2]1[CH:3]=[CH:4][CH:5]=[CH:6][CH:7]=1. The yield is 0.0660. (3) The reactants are C(P(C(C)(C)C)C1C=CC=CC=1C1C(C(C)C)=CC(C(C)C)=CC=1C(C)C)(C)(C)C.Br[C:32]1[N:33]=[C:34]2[CH:40]=[C:39]([C:41]3[C:49]4[C:44](=[CH:45][CH:46]=[C:47]([O:50][CH3:51])[CH:48]=4)[N:43]([CH3:52])[CH:42]=3)[N:38]([CH2:53][O:54][CH2:55][CH2:56][Si:57]([CH3:60])([CH3:59])[CH3:58])[C:35]2=[N:36][CH:37]=1.[NH:61]([C:63]([O:65][C:66]([CH3:69])([CH3:68])[CH3:67])=[O:64])[NH2:62].CC(C)([O-])C.[Na+]. The catalyst is O1CCOCC1. The product is [CH3:51][O:50][C:47]1[CH:48]=[C:49]2[C:44](=[CH:45][CH:46]=1)[N:43]([CH3:52])[CH:42]=[C:41]2[C:39]1[N:38]([CH2:53][O:54][CH2:55][CH2:56][Si:57]([CH3:60])([CH3:59])[CH3:58])[C:35]2=[N:36][CH:37]=[C:32]([NH:62][NH:61][C:63]([O:65][C:66]([CH3:69])([CH3:68])[CH3:67])=[O:64])[N:33]=[C:34]2[CH:40]=1. The yield is 0.700. (4) The reactants are [CH:1]([NH:3][C:4]1[CH:13]=[CH:12][CH:11]=[C:10]2[C:5]=1[CH:6]=[CH:7][CH:8]=[C:9]2[S:14](Cl)(=[O:16])=[O:15])=[O:2].[NH2:18][C:19]1[S:20][CH:21]=[CH:22][N:23]=1. The catalyst is N1C=CC=CC=1. The product is [S:20]1[CH:21]=[CH:22][N:23]=[C:19]1[NH:18][S:14]([C:9]1[C:10]2[C:5](=[C:4]([NH:3][CH:1]=[O:2])[CH:13]=[CH:12][CH:11]=2)[CH:6]=[CH:7][CH:8]=1)(=[O:16])=[O:15]. The yield is 0.490. (5) The reactants are [N-:1]=[N+:2]=[N-:3].[Na+].Br[CH:6]([C:8]1[N:13]([CH2:14][C:15]2[CH:20]=[CH:19][CH:18]=[C:17]([Cl:21])[C:16]=2[CH3:22])[C:12]2[N:23]=[C:24]([N:26]3[CH2:31][CH2:30][O:29][CH2:28][CH2:27]3)[S:25][C:11]=2[C:10](=[O:32])[N:9]=1)[CH3:7]. The catalyst is CN(C)C=O.O. The product is [N:1]([CH:6]([C:8]1[N:13]([CH2:14][C:15]2[CH:20]=[CH:19][CH:18]=[C:17]([Cl:21])[C:16]=2[CH3:22])[C:12]2[N:23]=[C:24]([N:26]3[CH2:27][CH2:28][O:29][CH2:30][CH2:31]3)[S:25][C:11]=2[C:10](=[O:32])[N:9]=1)[CH3:7])=[N+:2]=[N-:3]. The yield is 0.521. (6) The reactants are [CH:1]([N:4]1[CH:8]=[CH:7][C:6]([C:9](OCC)=[O:10])=[N:5]1)([CH3:3])[CH3:2].[Al].[Li].[C@H](O)(C([O-])=O)[C@@H](O)C([O-])=O.[Na+].[K+]. The catalyst is C(OCC)C.O1CCCC1. The product is [CH:1]([N:4]1[CH:8]=[CH:7][C:6]([CH2:9][OH:10])=[N:5]1)([CH3:3])[CH3:2]. The yield is 0.540. (7) The reactants are [NH:1]1[C:5]2=[N:6][CH:7]=[CH:8][CH:9]=[C:4]2[C:3]([CH:10]=[C:11]2[O:15][C:14]([NH:16][C:17]3[CH:22]=[CH:21][C:20]([F:23])=[CH:19][CH:18]=3)=[C:13]([C:24]([O:26][CH3:27])=[O:25])[C:12]2=[O:28])=[CH:2]1.C(O)[CH2:30][OH:31]. The catalyst is CN(C)C(=O)C.[Zn]. The product is [NH:1]1[C:5]2=[N:6][CH:7]=[CH:8][CH:9]=[C:4]2[C:3]([CH:10]=[C:11]2[O:15][C:14]([NH:16][C:17]3[CH:18]=[CH:19][C:20]([F:23])=[CH:21][CH:22]=3)=[C:13]([C:24]([O:26][CH2:27][CH2:30][OH:31])=[O:25])[C:12]2=[O:28])=[CH:2]1. The yield is 0.100.